This data is from Full USPTO retrosynthesis dataset with 1.9M reactions from patents (1976-2016). The task is: Predict the reactants needed to synthesize the given product. (1) Given the product [C:28]([C:26]1[N:27]=[C:23]([NH:22][C:20]([C:18]2[CH:17]=[CH:16][N:13]3[C:14](=[O:15])[C:9](/[CH:8]=[CH:7]/[C:6]([OH:45])=[O:5])=[C:10]([N:32]4[CH2:33][CH2:34][CH:35]([CH2:38][C:39]([NH:41][CH2:42][CH2:43][OH:44])=[O:40])[CH2:36][CH2:37]4)[N:11]=[C:12]3[CH:19]=2)=[O:21])[S:24][CH:25]=1)([CH3:31])([CH3:29])[CH3:30], predict the reactants needed to synthesize it. The reactants are: C([O:5][C:6](=[O:45])/[CH:7]=[CH:8]/[C:9]1[C:14](=[O:15])[N:13]2[CH:16]=[CH:17][C:18]([C:20]([NH:22][C:23]3[S:24][CH:25]=[C:26]([C:28]([CH3:31])([CH3:30])[CH3:29])[N:27]=3)=[O:21])=[CH:19][C:12]2=[N:11][C:10]=1[N:32]1[CH2:37][CH2:36][CH:35]([CH2:38][C:39]([NH:41][CH2:42][CH2:43][OH:44])=[O:40])[CH2:34][CH2:33]1)(C)(C)C. (2) The reactants are: [CH:1]1([C:4]2[CH:5]=[N:6][CH:7]=[CH:8][CH:9]=2)[CH2:3][CH2:2]1.[OH:10]O. Given the product [CH:1]1([C:4]2[CH:5]=[N+:6]([O-:10])[CH:7]=[CH:8][CH:9]=2)[CH2:3][CH2:2]1, predict the reactants needed to synthesize it. (3) Given the product [CH3:1][C:2]1[CH:10]=[C:9]([N:11]2[CH2:12][CH2:13][N:14]([C:17]3[CH:22]=[CH:21][CH:20]=[CH:19][C:18]=3[CH3:23])[CH2:15][CH2:16]2)[C:8]([N+:24]([O-:26])=[O:25])=[CH:7][C:3]=1[C:4]([NH2:29])=[O:6], predict the reactants needed to synthesize it. The reactants are: [CH3:1][C:2]1[CH:10]=[C:9]([N:11]2[CH2:16][CH2:15][N:14]([C:17]3[CH:22]=[CH:21][CH:20]=[CH:19][C:18]=3[CH3:23])[CH2:13][CH2:12]2)[C:8]([N+:24]([O-:26])=[O:25])=[CH:7][C:3]=1[C:4]([OH:6])=O.C(N1C=CN=C1)([N:29]1C=CN=C1)=O.N. (4) Given the product [F:15][C:16]1[CH:22]=[CH:21][C:20]([C:23]([F:25])([F:26])[F:24])=[CH:19][C:17]=1[NH:18][C:9](=[O:11])[C:8]1[CH:7]=[C:6]([CH:5]=[CH:4][C:3]=1[O:2][CH3:1])[C:12]([NH2:14])=[O:13], predict the reactants needed to synthesize it. The reactants are: [CH3:1][O:2][C:3]1[C:8]([C:9]([OH:11])=O)=[CH:7][C:6]([C:12]([NH2:14])=[O:13])=[CH:5][CH:4]=1.[F:15][C:16]1[CH:22]=[CH:21][C:20]([C:23]([F:26])([F:25])[F:24])=[CH:19][C:17]=1[NH2:18]. (5) The reactants are: [CH2:1]([O:5][C:6]1[CH:11]=[CH:10][C:9](Br)=[C:8]([F:13])[CH:7]=1)[CH2:2][CH2:3][CH3:4].FC(F)(O[C:34]1[CH:39]=[CH:38][C:37]([C:40]2[CH:45]=[C:44]([F:46])[C:43]([C:47]([F:50])([F:49])[F:48])=[C:42]([F:51])[CH:41]=2)=[C:36]([F:52])[CH:35]=1)C1C(F)=CC(B2OC(C)(C)C(C)(C)O2)=CC=1F.[OH-:54].[NH3+]N. Given the product [F:49][C:47]([F:48])([C:43]1[C:42]([F:51])=[CH:41][C:40]([C:9]2[CH:10]=[CH:11][C:6]([O:5][CH2:1][CH2:2][CH2:3][CH3:4])=[CH:7][C:8]=2[F:13])=[CH:45][C:44]=1[F:46])[O:54][C:34]1[CH:35]=[C:36]([F:52])[C:37]([C:40]2[CH:41]=[C:42]([F:51])[C:43]([C:47]([F:50])([F:49])[F:48])=[C:44]([F:46])[CH:45]=2)=[CH:38][CH:39]=1, predict the reactants needed to synthesize it. (6) Given the product [F:1][C:2]1[CH:7]=[CH:6][CH:5]=[CH:4][C:3]=1[C:8]1[S:12][C:11]([CH3:13])=[N:10][C:9]=1[C:14]([N:17]1[CH2:22][CH2:21][CH2:20][C@@H:19]([NH:23][C:24]([C:26]2[N:33]3[C:29]([S:30][CH:31]=[CH:32]3)=[N:28][C:27]=2[CH3:34])=[O:25])[CH2:18]1)=[O:16], predict the reactants needed to synthesize it. The reactants are: [F:1][C:2]1[CH:7]=[CH:6][CH:5]=[CH:4][C:3]=1[C:8]1[S:12][C:11]([CH3:13])=[N:10][C:9]=1[C:14]([OH:16])=O.[NH:17]1[CH2:22][CH2:21][CH2:20][C@@H:19]([NH:23][C:24]([C:26]2[N:33]3[C:29]([S:30][CH:31]=[CH:32]3)=[N:28][C:27]=2[CH3:34])=[O:25])[CH2:18]1. (7) The reactants are: [CH2:1]([O:3][C:4]([C:6]1[C:7]([CH:16]([CH3:18])[CH3:17])=[C:8]2[N:13]([CH:14]=1)[N:12]=[CH:11][NH:10][C:9]2=[O:15])=O)[CH3:2].O.[NH2:20][NH2:21].C(Cl)(=O)C. Given the product [CH:16]([C:7]1[C:6]([C:4]2[O:3][C:1]([CH3:2])=[N:20][N:21]=2)=[CH:14][N:13]2[C:8]=1[C:9](=[O:15])[NH:10][CH:11]=[N:12]2)([CH3:18])[CH3:17], predict the reactants needed to synthesize it. (8) Given the product [Cl:42][C:43]1[CH:48]=[C:47]([Cl:49])[CH:46]=[CH:45][C:44]=1[S:50]([O:1][C:2]1[CH:10]=[CH:9][C:8]([C:11]2[N:12]([C:27]([O:29][C:30]([CH3:31])([CH3:33])[CH3:32])=[O:28])[C:13]3[C:18]([CH:19]=2)=[CH:17][C:16]([CH2:20][N:21]2[CH2:26][CH2:25][CH2:24][CH2:23][CH2:22]2)=[CH:15][CH:14]=3)=[C:7]2[C:3]=1[CH2:4][NH:5][C:6]2=[O:34])(=[O:52])=[O:51], predict the reactants needed to synthesize it. The reactants are: [OH:1][C:2]1[CH:10]=[CH:9][C:8]([C:11]2[N:12]([C:27]([O:29][C:30]([CH3:33])([CH3:32])[CH3:31])=[O:28])[C:13]3[C:18]([CH:19]=2)=[CH:17][C:16]([CH2:20][N:21]2[CH2:26][CH2:25][CH2:24][CH2:23][CH2:22]2)=[CH:15][CH:14]=3)=[C:7]2[C:3]=1[CH2:4][NH:5][C:6]2=[O:34].C(N(CC)CC)C.[Cl:42][C:43]1[CH:48]=[C:47]([Cl:49])[CH:46]=[CH:45][C:44]=1[S:50](Cl)(=[O:52])=[O:51]. (9) Given the product [NH2:8][C:9]1[CH:25]=[CH:24][C:23]([N:26]2[CH:32]3[CH2:33][CH2:34][N:29]([CH2:30][CH2:31]3)[CH2:28][CH2:27]2)=[CH:22][C:10]=1[C:11]([NH:13][CH2:14][C:15]([O:17][CH3:18])=[O:16])=[O:12], predict the reactants needed to synthesize it. The reactants are: FC(F)(F)C(O)=O.[NH2:8][C:9]1[CH:25]=[CH:24][C:23]([N:26]2[CH:32]3[CH2:33][CH2:34][N:29]([CH2:30][CH2:31]3)[CH2:28][CH2:27]2)=[CH:22][C:10]=1[C:11]([NH:13][CH2:14][C:15]([O:17][C:18](C)(C)C)=[O:16])=[O:12].